Dataset: Catalyst prediction with 721,799 reactions and 888 catalyst types from USPTO. Task: Predict which catalyst facilitates the given reaction. (1) Reactant: [N:1]1[CH:6]=[CH:5][CH:4]=[CH:3][C:2]=1[C:7]1[CH:8]=[N:9][NH:10][C:11]=1[NH2:12].[CH3:13][O:14][C:15]1[CH:20]=[C:19]([O:21][CH3:22])[CH:18]=[CH:17][C:16]=1[C:23](=O)[CH2:24][C:25](OC)=[O:26]. Product: [CH3:13][O:14][C:15]1[CH:20]=[C:19]([O:21][CH3:22])[CH:18]=[CH:17][C:16]=1[C:23]1[NH:12][C:11]2[N:10]([N:9]=[CH:8][C:7]=2[C:2]2[CH:3]=[CH:4][CH:5]=[CH:6][N:1]=2)[C:25](=[O:26])[CH:24]=1. The catalyst class is: 15. (2) Reactant: [CH:1]1([CH2:4][N:5]([C@@H:13]2[CH2:15][C@H:14]2[C:16]2[CH:21]=[CH:20][CH:19]=[C:18]([C:22](=[O:30])[NH:23][CH:24]3[CH2:27][C:26]([F:29])([F:28])[CH2:25]3)[CH:17]=2)C(=O)OC(C)(C)C)[CH2:3][CH2:2]1.[ClH:31].C(OCC)(=O)C. Product: [ClH:31].[CH:1]1([CH2:4][NH:5][C@@H:13]2[CH2:15][C@H:14]2[C:16]2[CH:17]=[C:18]([CH:19]=[CH:20][CH:21]=2)[C:22]([NH:23][CH:24]2[CH2:27][C:26]([F:29])([F:28])[CH2:25]2)=[O:30])[CH2:3][CH2:2]1. The catalyst class is: 13. (3) Reactant: [Cl:1][C:2]1[CH:7]=[CH:6][CH:5]=[C:4]([Cl:8])[C:3]=1[N:9]1[C:18]2[C:13](=[C:14]([C:20]3[CH:25]=[CH:24][C:23]([F:26])=[CH:22][C:21]=3[F:27])[CH:15]=[C:16]([OH:19])[CH:17]=2)[CH2:12][CH2:11][C:10]1=[O:28].[CH:46]1[CH:47]=[CH:42]C(P([C:42]2[CH:47]=[CH:46][CH:45]=[CH:44]C=2)[C:46]2[CH:47]=[CH:42]C=[CH:44][CH:45]=2)=[CH:44][CH:45]=1.[CH2:48](O)[CH3:49].[N:51](C(OC(C)C)=O)=NC(OC(C)C)=O. Product: [Cl:1][C:2]1[CH:7]=[CH:6][CH:5]=[C:4]([Cl:8])[C:3]=1[N:9]1[C:18]2[C:13](=[C:14]([C:20]3[CH:25]=[CH:24][C:23]([F:26])=[CH:22][C:21]=3[F:27])[CH:15]=[C:16]([O:19][CH2:49][CH2:48][N:51]3[CH2:44][CH2:45][CH2:46][CH2:47][CH2:42]3)[CH:17]=2)[CH2:12][CH2:11][C:10]1=[O:28]. The catalyst class is: 1. (4) Reactant: [NH3:1].[Cl:2][C:3]1[CH:8]=[CH:7][C:6]([N:9]2[C:14](=[O:15])[CH:13]=[C:12]([C:16]([F:19])([F:18])[F:17])[N:11]([CH3:20])[C:10]2=[O:21])=[CH:5][C:4]=1[S:22](Cl)(=[O:24])=[O:23].C(OCC)(=O)C.Cl. Product: [Cl:2][C:3]1[CH:8]=[CH:7][C:6]([N:9]2[C:14](=[O:15])[CH:13]=[C:12]([C:16]([F:19])([F:18])[F:17])[N:11]([CH3:20])[C:10]2=[O:21])=[CH:5][C:4]=1[S:22]([NH2:1])(=[O:24])=[O:23]. The catalyst class is: 7.